From a dataset of Full USPTO retrosynthesis dataset with 1.9M reactions from patents (1976-2016). Predict the reactants needed to synthesize the given product. (1) Given the product [C:16]([C:9]1[S:8][C:7]([C:11]([O:13][CH3:14])=[O:12])=[C:6]([CH3:5])[CH:10]=1)([CH3:19])([CH3:18])[CH3:17], predict the reactants needed to synthesize it. The reactants are: [Al+3].[Cl-].[Cl-].[Cl-].[CH3:5][C:6]1[CH:10]=[CH:9][S:8][C:7]=1[C:11]([O:13][CH3:14])=[O:12].Cl[C:16]([CH3:19])([CH3:18])[CH3:17]. (2) Given the product [CH3:34][C:24]1[CH:23]=[C:22]([C:19](=[O:21])[CH:20]=[CH:17][C:5]2[S:6][C:7]3[CH:12]=[C:11]([C:13]([F:14])([F:15])[F:16])[CH:10]=[CH:9][C:8]=3[C:4]=2[CH2:1][CH2:2][CH3:3])[CH:27]=[CH:26][C:25]=1[CH:28]=[CH:29][C:30]([O:32][CH3:33])=[O:31], predict the reactants needed to synthesize it. The reactants are: [CH2:1]([C:4]1[C:8]2[CH:9]=[CH:10][C:11]([C:13]([F:16])([F:15])[F:14])=[CH:12][C:7]=2[S:6][C:5]=1[CH:17]=O)[CH2:2][CH3:3].[C:19]([C:22]1[CH:27]=[CH:26][C:25]([CH:28]=[CH:29][C:30]([O:32][CH3:33])=[O:31])=[C:24]([CH3:34])[CH:23]=1)(=[O:21])[CH3:20]. (3) Given the product [Br:1][C:2]1[CH:27]=[CH:26][C:5]([O:6][C:7]2[CH:12]=[CH:11][CH:10]=[CH:9][C:8]=2[NH:13][S:14]([C:17]2[CH:25]=[CH:24][C:20]([C:21]([NH:42][CH2:41][CH2:40][N:37]3[CH2:36][CH2:35][N:34]([C:29]4[N:28]=[CH:33][CH:32]=[CH:31][N:30]=4)[CH2:39][CH2:38]3)=[O:23])=[CH:19][CH:18]=2)(=[O:16])=[O:15])=[CH:4][CH:3]=1, predict the reactants needed to synthesize it. The reactants are: [Br:1][C:2]1[CH:27]=[CH:26][C:5]([O:6][C:7]2[CH:12]=[CH:11][CH:10]=[CH:9][C:8]=2[NH:13][S:14]([C:17]2[CH:25]=[CH:24][C:20]([C:21]([OH:23])=O)=[CH:19][CH:18]=2)(=[O:16])=[O:15])=[CH:4][CH:3]=1.[N:28]1[CH:33]=[CH:32][CH:31]=[N:30][C:29]=1[N:34]1[CH2:39][CH2:38][N:37]([CH2:40][CH2:41][NH2:42])[CH2:36][CH2:35]1. (4) Given the product [CH3:22][O:21][C:14]1[CH:15]=[CH:16][CH:17]=[C:18]([O:19][CH3:20])[C:13]=1[CH2:12][NH:11][C:9]([NH:8][C:4]1[CH:3]=[C:2]([C:27]2[CH:28]=[CH:29][C:24]([F:23])=[CH:25][CH:26]=2)[CH:7]=[CH:6][N:5]=1)=[NH:10], predict the reactants needed to synthesize it. The reactants are: Br[C:2]1[CH:7]=[CH:6][N:5]=[C:4]([NH:8][C:9]([NH:11][CH2:12][C:13]2[C:18]([O:19][CH3:20])=[CH:17][CH:16]=[CH:15][C:14]=2[O:21][CH3:22])=[NH:10])[CH:3]=1.[F:23][C:24]1[CH:29]=[CH:28][C:27](OB(O)O)=[CH:26][CH:25]=1.C(=O)([O-])[O-].[Na+].[Na+].C([O-])(=O)C.